This data is from Reaction yield outcomes from USPTO patents with 853,638 reactions. The task is: Predict the reaction yield, written as a fraction of the theoretical maximum amount of product (1.0 means a 100% yield; for example, 0.34 means a 34% yield). (1) The reactants are C1(O)C=CC=CC=1.FC(F)(F)S(OC[P:15]([O:25][CH2:26][C:27]1[CH:32]=[CH:31][CH:30]=[CH:29][CH:28]=1)(=[O:24])[O:16][CH2:17][C:18]1[CH:23]=[CH:22][CH:21]=[CH:20][CH:19]=1)(=O)=O.C([O-])([O-])=O.[Cs+].[Cs+]. The catalyst is CC#N. The product is [PH:15](=[O:24])([O:25][CH2:26][C:27]1[CH:32]=[CH:31][CH:30]=[CH:29][CH:28]=1)[O:16][CH2:17][C:18]1[CH:23]=[CH:22][CH:21]=[CH:20][CH:19]=1. The yield is 0.880. (2) The reactants are [C:1]([C:4]1[CH:9]=[CH:8][C:7]([S:10]([NH:13][C:14]2[CH:19]=[CH:18][C:17]([Cl:20])=[CH:16][C:15]=2[N:21]2[C:29]3[C:24](=[N:25][CH:26]=[CH:27][CH:28]=3)[N:23]=[N:22]2)(=[O:12])=[O:11])=[CH:6][CH:5]=1)(=[O:3])[CH3:2].[BH4-].[Na+]. The product is [Cl:20][C:17]1[CH:18]=[CH:19][C:14]([NH:13][S:10]([C:7]2[CH:6]=[CH:5][C:4]([CH:1]([OH:3])[CH3:2])=[CH:9][CH:8]=2)(=[O:12])=[O:11])=[C:15]([N:21]2[C:29]3[C:24](=[N:25][CH:26]=[CH:27][CH:28]=3)[N:23]=[N:22]2)[CH:16]=1. The catalyst is CO.CCOC(C)=O. The yield is 0.840. (3) The product is [CH3:12][O:13][C:14](=[O:42])[C:15]1[CH:20]=[CH:19][CH:18]=[C:17]([CH2:21][N:22]2[C:27](=[O:28])[CH:26]=[CH:25][C:24]([C:29]3[CH:34]=[CH:33][CH:32]=[C:31]([CH2:35][CH2:36][N:4]4[C:5]([N+:7]([O-:9])=[O:8])=[CH:6][C:2]([CH3:1])=[N:3]4)[CH:30]=3)=[N:23]2)[CH:16]=1. The catalyst is CN(C=O)C. The yield is 0.160. The reactants are [CH3:1][C:2]1[CH:6]=[C:5]([N+:7]([O-:9])=[O:8])[NH:4][N:3]=1.[H-].[Na+].[CH3:12][O:13][C:14](=[O:42])[C:15]1[CH:20]=[CH:19][CH:18]=[C:17]([CH2:21][N:22]2[C:27](=[O:28])[CH:26]=[CH:25][C:24]([C:29]3[CH:34]=[CH:33][CH:32]=[C:31]([CH2:35][CH2:36]OS(C)(=O)=O)[CH:30]=3)=[N:23]2)[CH:16]=1. (4) The reactants are [CH:1]([C:4]1[C:12]2[C:7](=[N:8][CH:9]=[CH:10][C:11]=2[C:13]2[CH:14]=[N:15][C:16]3[C:21]([CH:22]=2)=[CH:20][CH:19]=[CH:18][CH:17]=3)[N:6]([C:23]2[CH:30]=[CH:29][C:26]([C:27]#[N:28])=[C:25]([NH:31][C:32]3[CH:36]=[CH:35][O:34][N:33]=3)[CH:24]=2)[N:5]=1)([CH3:3])[CH3:2].BrC1C=C(N2C3=NC=CC(C4C=NC5C(C=4)=CC=CC=5)=C3C(C(C)C)=N2)C=CC=1C#N.NC1C=C[O:71]N=1. No catalyst specified. The product is [CH:1]([C:4]1[C:12]2[C:7](=[N:8][CH:9]=[CH:10][C:11]=2[C:13]2[CH:14]=[N:15][C:16]3[C:21]([CH:22]=2)=[CH:20][CH:19]=[CH:18][CH:17]=3)[N:6]([C:23]2[CH:30]=[CH:29][C:26]([C:27]([NH2:28])=[O:71])=[C:25]([NH:31][C:32]3[CH:36]=[CH:35][O:34][N:33]=3)[CH:24]=2)[N:5]=1)([CH3:3])[CH3:2]. The yield is 0.400. (5) The reactants are [CH3:1][C:2]1[CH:3]=[C:4]2[C:9](=O)[O:8][C:6](=[O:7])[C:5]2=[CH:11][CH:12]=1.[H-].[Li+].[Al+3].[H-].[H-].[H-].[Cl-].[NH4+]. The catalyst is CCOCC. The product is [CH3:1][C:2]1[CH:12]=[CH:11][C:5]([CH2:6][OH:7])=[C:4]([CH2:9][OH:8])[CH:3]=1. The yield is 0.800. (6) The reactants are [CH3:1][C:2]1([CH3:26])[O:6][C@@H:5]([CH2:7][N:8]2[C:16]3[C:11](=[CH:12][C:13]([N+:18]([O-])=O)=[C:14]([F:17])[CH:15]=3)[CH:10]=[C:9]2[C:21]([CH3:25])([CH3:24])[CH2:22][OH:23])[CH2:4][O:3]1. The catalyst is C(O)C. The product is [NH2:18][C:13]1[CH:12]=[C:11]2[C:16](=[CH:15][C:14]=1[F:17])[N:8]([CH2:7][C@H:5]1[CH2:4][O:3][C:2]([CH3:1])([CH3:26])[O:6]1)[C:9]([C:21]([CH3:25])([CH3:24])[CH2:22][OH:23])=[CH:10]2. The yield is 0.910. (7) The reactants are Br.[Br:2][CH2:3][CH2:4][NH2:5].[OH-].[Na+].[C:8](O[C:8]([O:10][C:11]([CH3:14])([CH3:13])[CH3:12])=[O:9])([O:10][C:11]([CH3:14])([CH3:13])[CH3:12])=[O:9]. The catalyst is O.C(#N)C. The product is [Br:2][CH2:3][CH2:4][NH:5][C:8](=[O:9])[O:10][C:11]([CH3:14])([CH3:13])[CH3:12]. The yield is 0.820.